Predict the product of the given reaction. From a dataset of Forward reaction prediction with 1.9M reactions from USPTO patents (1976-2016). Given the reactants C([O:5][C:6](=[O:30])[C@@H:7]([NH:14][C:15]([C:17]1[CH:22]=[CH:21][C:20]([C:23]2[CH:28]=[CH:27][CH:26]=[C:25]([NH2:29])[CH:24]=2)=[CH:19][CH:18]=1)=[O:16])[CH2:8][O:9]C(C)(C)C)(C)(C)C.[CH3:31][N:32]1[C:36]([CH3:37])=[C:35]([S:38](Cl)(=[O:40])=[O:39])[C:34]([CH3:42])=[N:33]1, predict the reaction product. The product is: [OH:9][CH2:8][C@H:7]([NH:14][C:15]([C:17]1[CH:22]=[CH:21][C:20]([C:23]2[CH:28]=[CH:27][CH:26]=[C:25]([NH:29][S:38]([C:35]3[C:34]([CH3:42])=[N:33][N:32]([CH3:31])[C:36]=3[CH3:37])(=[O:39])=[O:40])[CH:24]=2)=[CH:19][CH:18]=1)=[O:16])[C:6]([OH:5])=[O:30].